This data is from Reaction yield outcomes from USPTO patents with 853,638 reactions. The task is: Predict the reaction yield, written as a fraction of the theoretical maximum amount of product (1.0 means a 100% yield; for example, 0.34 means a 34% yield). (1) The reactants are [CH3:1][C:2]1C(O)=[C:4]([N+:10]([O-:12])=[O:11])[C:5](O)=[N:6][C:7]=1[CH3:8].P(Cl)(Cl)([Cl:16])=O.[CH2:19]([Cl:21])Cl. The catalyst is C(#N)C.[Cl-].C([N+](CC)(CC)CC)C. The product is [Cl:16][C:5]1[C:4]([N+:10]([O-:12])=[O:11])=[C:19]([Cl:21])[C:2]([CH3:1])=[C:7]([CH3:8])[N:6]=1. The yield is 0.750. (2) The reactants are F[C:2]1[C:7]([C:8]2[CH:9]=[CH:10][C:11]3[O:17][CH2:16][CH2:15][N:14]4[CH:18]=[C:19]([C:21]5[N:25]([CH:26]([CH3:28])[CH3:27])[N:24]=[CH:23][N:22]=5)[N:20]=[C:13]4[C:12]=3[CH:29]=2)=[CH:6][CH:5]=[CH:4][N:3]=1.Cl.C[O:32]CCOC. No catalyst specified. The product is [CH:26]([N:25]1[C:21]([C:19]2[N:20]=[C:13]3[C:12]4[CH:29]=[C:8]([C:7]5[C:2](=[O:32])[NH:3][CH:4]=[CH:5][CH:6]=5)[CH:9]=[CH:10][C:11]=4[O:17][CH2:16][CH2:15][N:14]3[CH:18]=2)=[N:22][CH:23]=[N:24]1)([CH3:28])[CH3:27]. The yield is 0.550. (3) The reactants are [C:1]([C:4]1[N:9]=[N:8][C:7]([NH:10][C@@H:11]2[CH2:16][CH2:15][CH2:14][CH2:13][C@@H:12]2[NH:17]C(=O)OC(C)(C)C)=[CH:6][C:5]=1[NH:25][C:26]1[CH:31]=[C:30]([CH3:32])[CH:29]=[C:28]([CH2:33][CH2:34][CH3:35])[N:27]=1)(=[O:3])[NH2:2].FC(F)(F)C(O)=O. The catalyst is ClCCl. The product is [NH2:17][C@H:12]1[CH2:13][CH2:14][CH2:15][CH2:16][C@H:11]1[NH:10][C:7]1[N:8]=[N:9][C:4]([C:1]([NH2:2])=[O:3])=[C:5]([NH:25][C:26]2[CH:31]=[C:30]([CH3:32])[CH:29]=[C:28]([CH2:33][CH2:34][CH3:35])[N:27]=2)[CH:6]=1. The yield is 0.640. (4) The reactants are [CH2:1]1[CH2:6][CH2:5][C:4]([CH2:11][NH2:12])([CH2:7][C:8]([OH:10])=[O:9])[CH2:3][CH2:2]1.C(N(CC)CC)C.C[Si](C)(C)Cl.[CH3:25][CH:26]([CH:28]([Cl:33])[O:29][C:30](Cl)=[O:31])[CH3:27]. The catalyst is ClCCl. The product is [Cl:33][CH:28]([O:29][C:30]([NH:12][CH2:11][C:4]1([CH2:7][C:8]([OH:10])=[O:9])[CH2:3][CH2:2][CH2:1][CH2:6][CH2:5]1)=[O:31])[CH:26]([CH3:27])[CH3:25]. The yield is 0.770. (5) The reactants are Br[CH2:2][CH2:3][N:4]1[C:8]([CH2:9]Br)=[CH:7][C:6]([N+:11]([O-:13])=[O:12])=[N:5]1.[CH:14]1([NH2:17])[CH2:16][CH2:15]1. The catalyst is C1COCC1. The product is [CH:14]1([N:17]2[CH2:2][CH2:3][N:4]3[N:5]=[C:6]([N+:11]([O-:13])=[O:12])[CH:7]=[C:8]3[CH2:9]2)[CH2:16][CH2:15]1. The yield is 0.990. (6) The reactants are Cl.[NH:2]([C:4]1[CH:5]=[C:6]([CH:12]=[CH:13][CH:14]=1)C(OCC)=O)[NH2:3].[CH3:15][C:16]1([CH3:25])[CH2:21][CH2:20][CH2:19][CH:18]([C:22]#[N:23])[C:17]1=O.CC(C)(C)C(=O)CC#N. No catalyst specified. The product is [CH3:15][C:16]1([CH3:25])[C:17]2[C:18](=[C:22]([NH2:23])[N:2]([C:4]3[CH:14]=[CH:13][CH:12]=[CH:6][CH:5]=3)[N:3]=2)[CH2:19][CH2:20][CH2:21]1. The yield is 0.542. (7) The reactants are F[C:2]1[N:7]=[CH:6][C:5]([C:8]2([OH:18])[CH2:17][CH2:16][C:11]3([O:15][CH2:14][CH2:13][O:12]3)[CH2:10][CH2:9]2)=[CH:4][CH:3]=1.[C-:19]#[N:20].[K+].C1OCCOCCOCCOCCOCCOC1. The catalyst is CN(C=O)C. The product is [OH:18][C:8]1([C:5]2[CH:4]=[CH:3][C:2]([C:19]#[N:20])=[N:7][CH:6]=2)[CH2:17][CH2:16][C:11]2([O:15][CH2:14][CH2:13][O:12]2)[CH2:10][CH2:9]1. The yield is 0.360. (8) The reactants are [NH2:1][CH2:2][CH2:3][O:4][CH2:5][CH2:6][NH:7][C:8](=[O:14])[O:9][C:10]([CH3:13])([CH3:12])[CH3:11].[CH3:15][C:16]1[N:24]([C:25]([C:27]2[CH:28]=[CH:29][C:30]([Cl:33])=[CH:31][CH:32]=2)=[O:26])[C:23]2[CH:22]=[CH:21][C:20]([O:34][CH3:35])=[CH:19][C:18]=2[C:17]=1[CH2:36][C:37](O)=[O:38].CCN=C=NCCCN(C)C. The catalyst is CC#N.CCOC(C)=O. The product is [Cl:33][C:30]1[CH:29]=[CH:28][C:27]([C:25]([N:24]2[C:23]3[C:18](=[CH:19][C:20]([O:34][CH3:35])=[CH:21][CH:22]=3)[C:17]([CH2:36][C:37]([NH:1][CH2:2][CH2:3][O:4][CH2:5][CH2:6][NH:7][C:8](=[O:14])[O:9][C:10]([CH3:11])([CH3:13])[CH3:12])=[O:38])=[C:16]2[CH3:15])=[O:26])=[CH:32][CH:31]=1. The yield is 0.780. (9) The reactants are Cl.Cl.[C:3]1([N:9]2[CH2:14][CH2:13][N:12]([C:15]([O:17][CH2:18][CH:19]3[O:24][CH2:23][CH2:22][NH:21][CH2:20]3)=[O:16])[CH2:11][CH2:10]2)[CH:8]=[CH:7][CH:6]=[CH:5][CH:4]=1.C=O.O.[C:28](O[BH-](OC(=O)C)OC(=O)C)(=O)C.[Na+]. The catalyst is CO. The product is [C:3]1([N:9]2[CH2:14][CH2:13][N:12]([C:15]([O:17][CH2:18][CH:19]3[O:24][CH2:23][CH2:22][N:21]([CH3:28])[CH2:20]3)=[O:16])[CH2:11][CH2:10]2)[CH:4]=[CH:5][CH:6]=[CH:7][CH:8]=1. The yield is 0.889. (10) The reactants are Br[C:2]1[CH:7]=[CH:6][C:5]([C:8]2[NH:12][N:11]=[N:10][N:9]=2)=[CH:4][CH:3]=1.[CH3:13][O:14][C:15]1[CH:20]=[CH:19][CH:18]=[CH:17][C:16]=1[C:21]1[C:29]2[C:24](=[N:25][CH:26]=[C:27](B3OC(C)(C)C(C)(C)O3)[CH:28]=2)[N:23](COCC[Si](C)(C)C)[N:22]=1. The catalyst is O1CCCC1.C(#N)C. The product is [CH3:13][O:14][C:15]1[CH:20]=[CH:19][CH:18]=[CH:17][C:16]=1[C:21]1[C:29]2[C:24](=[N:25][CH:26]=[C:27]([C:2]3[CH:7]=[CH:6][C:5]([C:8]4[NH:12][N:11]=[N:10][N:9]=4)=[CH:4][CH:3]=3)[CH:28]=2)[NH:23][N:22]=1. The yield is 0.0500.